From a dataset of Reaction yield outcomes from USPTO patents with 853,638 reactions. Predict the reaction yield, written as a fraction of the theoretical maximum amount of product (1.0 means a 100% yield; for example, 0.34 means a 34% yield). (1) The reactants are [I:1][C:2]1[CH:3]=[C:4]2[C:9](=[C:10]([C:12]([OH:14])=O)[CH:11]=1)[O:8][CH2:7][CH:6]=[CH:5]2.[NH2:15][C@@H:16]([CH2:27][OH:28])[CH2:17][C:18]1[C:26]2[C:21](=[CH:22][CH:23]=[CH:24][CH:25]=2)[NH:20][CH:19]=1.C(Cl)CCl.C1C=CC2N(O)N=NC=2C=1. The catalyst is CN(C=O)C.O. The product is [OH:28][CH2:27][C@H:16]([NH:15][C:12]([C:10]1[CH:11]=[C:2]([I:1])[CH:3]=[C:4]2[C:9]=1[O:8][CH2:7][CH:6]=[CH:5]2)=[O:14])[CH2:17][C:18]1[C:26]2[C:21](=[CH:22][CH:23]=[CH:24][CH:25]=2)[NH:20][CH:19]=1. The yield is 0.460. (2) The reactants are [C:1]([C:3]1[CH:4]=[C:5]2[C:10](=[CH:11][C:12]=1[OH:13])[N:9]=[CH:8][CH:7]=[C:6]2[O:14][C:15]1[CH:20]=[CH:19][C:18]([NH:21][C:22]([NH:24][CH:25]2[CH2:27][CH2:26]2)=[O:23])=[C:17]([Cl:28])[CH:16]=1)#[N:2].Br[CH2:30][CH:31]1[CH2:36][CH2:35][N:34]([C:37]([O:39][C:40]([CH3:43])([CH3:42])[CH3:41])=[O:38])[CH2:33][CH2:32]1. No catalyst specified. The product is [Cl:28][C:17]1[CH:16]=[C:15]([CH:20]=[CH:19][C:18]=1[NH:21][C:22]([NH:24][CH:25]1[CH2:26][CH2:27]1)=[O:23])[O:14][C:6]1[C:5]2[C:10](=[CH:11][C:12]([O:13][CH2:30][CH:31]3[CH2:36][CH2:35][N:34]([C:37]([O:39][C:40]([CH3:41])([CH3:43])[CH3:42])=[O:38])[CH2:33][CH2:32]3)=[C:3]([C:1]#[N:2])[CH:4]=2)[N:9]=[CH:8][CH:7]=1. The yield is 0.146. (3) The yield is 0.870. The product is [ClH:1].[CH3:15][O:16][C:17]1[CH:23]=[CH:22][C:21]([O:24][CH3:25])=[CH:20][C:18]=1[NH:19][C:2]1[C:3]2[CH:10]=[CH:9][S:8][C:4]=2[N:5]=[CH:6][N:7]=1. The reactants are [Cl:1][C:2]1[C:3]2[CH:10]=[CH:9][S:8][C:4]=2[N:5]=[CH:6][N:7]=1.C(O)(C)C.[CH3:15][O:16][C:17]1[CH:23]=[CH:22][C:21]([O:24][CH3:25])=[CH:20][C:18]=1[NH2:19].Cl. The catalyst is CCOCC. (4) The reactants are [BrH:1].[CH3:2][O:3][C:4]1[CH:5]=[CH:6][C:7]2[S:13][CH2:12][CH2:11][N:10](C(OCC3C=CC=CC=3)=O)[CH2:9][C:8]=2[CH:24]=1.C(=O)=O. The catalyst is C(OCC)C. The product is [BrH:1].[CH3:2][O:3][C:4]1[CH:5]=[CH:6][C:7]2[S:13][CH2:12][CH2:11][NH:10][CH2:9][C:8]=2[CH:24]=1. The yield is 0.918.